This data is from Full USPTO retrosynthesis dataset with 1.9M reactions from patents (1976-2016). The task is: Predict the reactants needed to synthesize the given product. (1) Given the product [F:34][C:25]1[CH:24]=[C:23]([NH:22][S:19]([C:16]2[CH:17]=[CH:18][C:13]([C:10]3[CH:9]=[N:8][C:7]([CH:4]4[CH2:5][CH2:6][O:1][CH2:2][CH2:3]4)=[N:12][CH:11]=3)=[CH:14][CH:15]=2)(=[O:20])=[O:21])[C:32]([F:33])=[CH:31][C:26]=1[C:27]([O:29][CH3:30])=[O:28], predict the reactants needed to synthesize it. The reactants are: [O:1]1[CH2:6][CH:5]=[C:4]([C:7]2[N:12]=[CH:11][C:10]([C:13]3[CH:18]=[CH:17][C:16]([S:19]([NH:22][C:23]4[C:32]([F:33])=[CH:31][C:26]([C:27]([O:29][CH3:30])=[O:28])=[C:25]([F:34])[CH:24]=4)(=[O:21])=[O:20])=[CH:15][CH:14]=3)=[CH:9][N:8]=2)[CH2:3][CH2:2]1.[H][H]. (2) Given the product [S:10]1[C:11]2[CH:17]=[CH:16][CH:15]=[CH:14][C:12]=2[N:13]=[C:9]1[C:3]1[CH:4]=[C:5]([NH:8][C:36]([NH:35][C:29]2[CH:34]=[CH:33][CH:32]=[CH:31][CH:30]=2)=[O:37])[CH:6]=[CH:7][C:2]=1[OH:1], predict the reactants needed to synthesize it. The reactants are: [OH:1][C:2]1[CH:7]=[CH:6][C:5]([NH2:8])=[CH:4][C:3]=1[C:9]1[S:10][C:11]2[CH:17]=[CH:16][CH:15]=[CH:14][C:12]=2[N:13]=1.P(OCC)(OCC)(OCC)=O.[C:29]1([N:35]=[C:36]=[O:37])[CH:34]=[CH:33][CH:32]=[CH:31][CH:30]=1. (3) Given the product [CH3:1][O:3][P:4]([CH:9]([CH2:20][C:21]1[N:22]=[CH:23][S:24][CH:25]=1)[C:10]([O:12][C:13]([CH3:16])([CH3:15])[CH3:14])=[O:11])([O:6][CH3:7])=[O:5], predict the reactants needed to synthesize it. The reactants are: [CH2:1]([O:3][P:4]([CH2:9][C:10]([O:12][C:13]([CH3:16])([CH3:15])[CH3:14])=[O:11])([O:6][CH2:7]C)=[O:5])C.[H-].[Na+].Br[CH2:20][C:21]1[N:22]=[CH:23][S:24][CH:25]=1. (4) Given the product [N:7]1[CH:2]=[CH:3][CH:4]=[C:5]([N:8]2[CH2:13][CH2:12][CH:11]([NH:14][C:15](=[O:21])[O:16][C:17]([CH3:19])([CH3:18])[CH3:20])[CH2:10][CH2:9]2)[N:6]=1, predict the reactants needed to synthesize it. The reactants are: Cl[C:2]1[N:7]=[N:6][C:5]([N:8]2[CH2:13][CH2:12][CH:11]([NH:14][C:15](=[O:21])[O:16][C:17]([CH3:20])([CH3:19])[CH3:18])[CH2:10][CH2:9]2)=[CH:4][CH:3]=1.C([O-])=O.[NH4+]. (5) Given the product [Cl:1][C:2]1[CH:3]=[C:4]2[C:9](=[CH:10][C:11]=1[OH:12])[NH:8][C:7](=[O:13])[C:6]([CH2:14][NH:16][C:17]1[CH:24]=[CH:23][C:20]([C:21]#[N:22])=[C:19]([O:25][CH3:26])[CH:18]=1)=[CH:5]2, predict the reactants needed to synthesize it. The reactants are: [Cl:1][C:2]1[CH:3]=[C:4]2[C:9](=[CH:10][C:11]=1[OH:12])[NH:8][C:7](=[O:13])[C:6]([CH:14]=O)=[CH:5]2.[NH2:16][C:17]1[CH:24]=[CH:23][C:20]([C:21]#[N:22])=[C:19]([O:25][CH3:26])[CH:18]=1.C(O)(=O)C.C(O[BH-](OC(=O)C)OC(=O)C)(=O)C.[Na+].